From a dataset of Catalyst prediction with 721,799 reactions and 888 catalyst types from USPTO. Predict which catalyst facilitates the given reaction. (1) Reactant: [Cl:1][C:2]1[CH:10]=[CH:9][C:5]2=[N:6][Se:7][N:8]=[C:4]2[CH:3]=1.[N+:11]([O-])([OH:13])=[O:12]. Product: [Cl:1][C:2]1[CH:10]=[CH:9][C:5]2=[N:6][Se:7][N:8]=[C:4]2[C:3]=1[N+:11]([O-:13])=[O:12]. The catalyst class is: 561. (2) Reactant: [OH:1][CH2:2][C@@H:3]([NH:5][C:6]1[N:7]([CH3:40])[C:8](=[O:39])[C:9]2[C:14]([C:15]3[CH:20]=[CH:19][CH:18]=[CH:17][CH:16]=3)=[C:13]([C:21]3[CH:26]=[CH:25][C:24]([C:27]4([NH:31]C(=O)OC(C)(C)C)[CH2:30][CH2:29][CH2:28]4)=[CH:23][CH:22]=3)[O:12][C:10]=2[N:11]=1)[CH3:4].C(O)(C(F)(F)F)=O.Cl.CO. Product: [NH2:31][C:27]1([C:24]2[CH:25]=[CH:26][C:21]([C:13]3[O:12][C:10]4[N:11]=[C:6]([NH:5][C@@H:3]([CH3:4])[CH2:2][OH:1])[N:7]([CH3:40])[C:8](=[O:39])[C:9]=4[C:14]=3[C:15]3[CH:16]=[CH:17][CH:18]=[CH:19][CH:20]=3)=[CH:22][CH:23]=2)[CH2:28][CH2:29][CH2:30]1. The catalyst class is: 2.